Dataset: Peptide-MHC class II binding affinity with 134,281 pairs from IEDB. Task: Regression. Given a peptide amino acid sequence and an MHC pseudo amino acid sequence, predict their binding affinity value. This is MHC class II binding data. (1) The peptide sequence is SDVGEFRAVTELG. The MHC is HLA-DPA10201-DPB10501 with pseudo-sequence HLA-DPA10201-DPB10501. The binding affinity (normalized) is 0.193. (2) The peptide sequence is LLDILDTAGLEEYSAMRD. The MHC is HLA-DQA10301-DQB10302 with pseudo-sequence HLA-DQA10301-DQB10302. The binding affinity (normalized) is 0.497. (3) The peptide sequence is IFYDVFFAVANGNEL. The MHC is HLA-DQA10102-DQB10602 with pseudo-sequence HLA-DQA10102-DQB10602. The binding affinity (normalized) is 0.350. (4) The peptide sequence is IGNTVTPTVTFTMDGDK. The MHC is DRB1_0301 with pseudo-sequence DRB1_0301. The binding affinity (normalized) is 0. (5) The peptide sequence is KSSKPLVGPFNFRFM. The MHC is DRB1_1501 with pseudo-sequence DRB1_1501. The binding affinity (normalized) is 0.529. (6) The peptide sequence is KVFLTQMNARGVKVK. The MHC is DRB1_1302 with pseudo-sequence DRB1_1302. The binding affinity (normalized) is 0.810. (7) The peptide sequence is DTVAVSGKWYLKAMTA. The MHC is DRB5_0101 with pseudo-sequence DRB5_0101. The binding affinity (normalized) is 0.378. (8) The peptide sequence is FQTVGSGLDHILSLA. The MHC is DRB1_1302 with pseudo-sequence DRB1_1302. The binding affinity (normalized) is 0.239.